Task: Predict the product of the given reaction.. Dataset: Forward reaction prediction with 1.9M reactions from USPTO patents (1976-2016) (1) Given the reactants [CH2:1]([O:8][C:9]1[C:14](Br)=[CH:13][CH:12]=[CH:11][C:10]=1Br)[C:2]1[CH:7]=[CH:6][CH:5]=[CH:4][CH:3]=1.[N:17]1[CH:22]=[CH:21][CH:20]=[C:19](B(O)O)[CH:18]=1.C(=O)([O-])[O-].[K+].[K+], predict the reaction product. The product is: [CH2:1]([O:8][C:9]1[C:14]([C:19]2[CH:18]=[N:17][CH:22]=[CH:21][CH:20]=2)=[CH:13][CH:12]=[CH:11][C:10]=1[C:19]1[CH:18]=[N:17][CH:22]=[CH:21][CH:20]=1)[C:2]1[CH:7]=[CH:6][CH:5]=[CH:4][CH:3]=1. (2) Given the reactants C(OC([N:8]1[CH2:12][C@H:11]([CH2:13][NH:14][C:15]2[CH:20]=[CH:19][C:18]([Cl:21])=[CH:17][CH:16]=2)[C@@H:10]([CH2:22][C:23]2[CH:28]=[CH:27][CH:26]=[CH:25][CH:24]=2)[CH2:9]1)=O)(C)(C)C.Br[CH2:30][C:31]1[CH:40]=[CH:39][C:38]2[C:33](=[CH:34][CH:35]=[CH:36][CH:37]=2)[CH:32]=1.CC#N.O.CC#N, predict the reaction product. The product is: [CH2:22]([C@H:10]1[CH2:9][NH:8][CH2:12][C@@H:11]1[CH2:13][N:14]([C:15]1[CH:20]=[CH:19][C:18]([Cl:21])=[CH:17][CH:16]=1)[CH2:30][C:31]1[CH:40]=[CH:39][C:38]2[C:33](=[CH:34][CH:35]=[CH:36][CH:37]=2)[CH:32]=1)[C:23]1[CH:24]=[CH:25][CH:26]=[CH:27][CH:28]=1. (3) The product is: [Br:11][C:8]1[CH:7]=[CH:6][C:5]([O:9][CH3:10])=[CH:4][C:3]=1[CH2:2][Br:1]. Given the reactants [Br:1][CH2:2][C:3]1[CH:8]=[CH:7][CH:6]=[C:5]([O:9][CH3:10])[CH:4]=1.[Br:11]Br.CCCCCC, predict the reaction product. (4) Given the reactants [F:1][C:2]1[CH:3]=[C:4]([CH:8]=[C:9]([CH3:11])[CH:10]=1)[C:5]([OH:7])=[O:6].[C:12](=O)([O-])[O-].[K+].[K+].CI, predict the reaction product. The product is: [F:1][C:2]1[CH:3]=[C:4]([CH:8]=[C:9]([CH3:11])[CH:10]=1)[C:5]([O:7][CH3:12])=[O:6]. (5) Given the reactants Cl.[NH2:2][C@@H:3]1[C@@H:8]([OH:9])[C@H:7]([CH2:10][C:11]2[CH:16]=[CH:15][C:14]([O:17][CH3:18])=[C:13]([CH2:19][CH2:20][O:21][CH3:22])[CH:12]=2)[CH2:6][S:5](=[O:24])(=[O:23])[CH2:4]1.[CH:25]([C:28]1[CH:29]=[C:30]([CH:33]=[CH:34][CH:35]=1)[CH:31]=O)([CH3:27])[CH3:26], predict the reaction product. The product is: [CH:25]([C:28]1[CH:29]=[C:30]([CH:33]=[CH:34][CH:35]=1)[CH2:31][NH:2][C@@H:3]1[C@@H:8]([OH:9])[C@H:7]([CH2:10][C:11]2[CH:16]=[CH:15][C:14]([O:17][CH3:18])=[C:13]([CH2:19][CH2:20][O:21][CH3:22])[CH:12]=2)[CH2:6][S:5](=[O:24])(=[O:23])[CH2:4]1)([CH3:27])[CH3:26]. (6) Given the reactants [Br:1][C:2]1[N:7]=[C:6]([C@@:8]([NH:20][S@@:21]([C:23]([CH3:26])([CH3:25])[CH3:24])=[O:22])([CH:17]([F:19])[F:18])[CH2:9][C:10](OC(C)(C)C)=[O:11])[C:5]([F:27])=[CH:4][CH:3]=1.BrC1N=C([C@](N[S@@](C(C)(C)C)=O)(C(F)F)CC(OC(C)(C)C)=O)C(F)=CC=1.[H-].[Al+3].[Li+].[H-].[H-].[H-].C1COCC1.O.O.O.O.O.O.O.O.O.O.S([O-])([O-])(=O)=O.[Na+].[Na+].BrC1N=C([C@](N[S@@](C(C)(C)C)=O)(CCO)C(F)F)C(F)=CC=1, predict the reaction product. The product is: [Br:1][C:2]1[N:7]=[C:6]([C@@:8]([NH:20][S@@:21]([C:23]([CH3:25])([CH3:24])[CH3:26])=[O:22])([CH2:9][CH2:10][OH:11])[CH:17]([F:19])[F:18])[C:5]([F:27])=[CH:4][CH:3]=1. (7) Given the reactants [Br:1][C:2]1[CH:7]=[C:6]([NH:8][C:9](=[O:19])[C:10]2[C:15]([Cl:16])=[CH:14][C:13](I)=[CH:12][C:11]=2[Cl:18])[CH:5]=[CH:4][N:3]=1.[CH3:20][C:21]1(C)C(C)(C)OB(C=C)O1.C([O-])([O-])=O.[Na+].[Na+].N#N, predict the reaction product. The product is: [Br:1][C:2]1[CH:7]=[C:6]([NH:8][C:9](=[O:19])[C:10]2[C:15]([Cl:16])=[CH:14][C:13]([CH:20]=[CH2:21])=[CH:12][C:11]=2[Cl:18])[CH:5]=[CH:4][N:3]=1. (8) Given the reactants O[CH2:2][CH2:3][C:4]#[C:5][C:6]1[S:14][C:13]2[C:12]([NH:15][CH2:16][CH2:17][C:18]3[CH:23]=[CH:22][C:21]([NH:24][C:25](=[O:36])[C:26]4[CH:31]=[CH:30][CH:29]=[C:28]([C:32]([F:35])([F:34])[F:33])[CH:27]=4)=[CH:20][CH:19]=3)=[N:11][CH:10]=[N:9][C:8]=2[CH:7]=1.CS(Cl)(=O)=O.[NH:42]1[CH2:46][CH2:45][CH2:44][CH2:43]1, predict the reaction product. The product is: [N:42]1([CH2:2][CH2:3][C:4]#[C:5][C:6]2[S:14][C:13]3[C:12]([NH:15][CH2:16][CH2:17][C:18]4[CH:23]=[CH:22][C:21]([NH:24][C:25](=[O:36])[C:26]5[CH:31]=[CH:30][CH:29]=[C:28]([C:32]([F:35])([F:33])[F:34])[CH:27]=5)=[CH:20][CH:19]=4)=[N:11][CH:10]=[N:9][C:8]=3[CH:7]=2)[CH2:46][CH2:45][CH2:44][CH2:43]1.